Dataset: Full USPTO retrosynthesis dataset with 1.9M reactions from patents (1976-2016). Task: Predict the reactants needed to synthesize the given product. (1) The reactants are: [NH2:1][C@H:2]([C:4]1[N:9]([C:10]2[CH:15]=[CH:14][CH:13]=[CH:12][CH:11]=2)[C:8](=[O:16])[C:7]2=[C:17]([C:20]#[C:21][CH2:22][CH2:23][CH2:24][C:25]([N:27]3[CH2:32][CH2:31][N:30]([CH:33]([CH3:35])[CH3:34])[CH2:29][CH2:28]3)=[O:26])[CH:18]=[CH:19][N:6]2[N:5]=1)[CH3:3].[NH2:36][C:37]1[C:42]([C:43]#[N:44])=[C:41](Cl)[N:40]=[CH:39][N:38]=1.CCN(C(C)C)C(C)C. Given the product [NH2:36][C:37]1[C:42]([C:43]#[N:44])=[C:41]([NH:1][C@H:2]([C:4]2[N:9]([C:10]3[CH:15]=[CH:14][CH:13]=[CH:12][CH:11]=3)[C:8](=[O:16])[C:7]3=[C:17]([C:20]#[C:21][CH2:22][CH2:23][CH2:24][C:25]([N:27]4[CH2:32][CH2:31][N:30]([CH:33]([CH3:35])[CH3:34])[CH2:29][CH2:28]4)=[O:26])[CH:18]=[CH:19][N:6]3[N:5]=2)[CH3:3])[N:40]=[CH:39][N:38]=1, predict the reactants needed to synthesize it. (2) Given the product [Br:1][C:2]1[CH:3]=[C:4]([CH2:8][CH:9]=[O:10])[CH:5]=[CH:6][CH:7]=1, predict the reactants needed to synthesize it. The reactants are: [Br:1][C:2]1[CH:3]=[C:4]([CH2:8][C:9](OCC)=[O:10])[CH:5]=[CH:6][CH:7]=1.[H-].C([Al+]CC(C)C)C(C)C. (3) Given the product [Br:28][C:26]1[CH:27]=[C:18]([C:37]2[CH:38]=[C:33]([CH:34]=[CH:35][CH:36]=2)[C:31]#[N:32])[CH:19]=[C:20]2[C:25]=1[CH:24]=[N:23][CH:22]=[CH:21]2, predict the reactants needed to synthesize it. The reactants are: C(=O)([O-])[O-].[Na+].[Na+].C1COCC1.FC(F)(F)S(O[C:18]1[CH:19]=[C:20]2[C:25](=[C:26]([Br:28])[CH:27]=1)[CH:24]=[N:23][CH:22]=[CH:21]2)(=O)=O.[C:31]([C:33]1[CH:34]=[C:35](B(O)O)[CH:36]=[CH:37][CH:38]=1)#[N:32]. (4) Given the product [C:31]([C:29]1[CH:28]=[C:27]([NH:35][S:36]([CH3:39])(=[O:38])=[O:37])[C:26]([O:40][CH3:41])=[C:25]([NH:24][C:14]([C:3]2[N:2]([CH3:1])[C:10]3[C:5]([CH:4]=2)=[CH:6][CH:7]=[CH:8][C:9]=3[N+:11]([O-:13])=[O:12])=[O:16])[CH:30]=1)([CH3:34])([CH3:32])[CH3:33], predict the reactants needed to synthesize it. The reactants are: [CH3:1][N:2]1[C:10]2[C:5](=[CH:6][CH:7]=[CH:8][C:9]=2[N+:11]([O-:13])=[O:12])[CH:4]=[C:3]1[C:14]([OH:16])=O.CCN(CC)CC.[NH2:24][C:25]1[C:26]([O:40][CH3:41])=[C:27]([NH:35][S:36]([CH3:39])(=[O:38])=[O:37])[CH:28]=[C:29]([C:31]([CH3:34])([CH3:33])[CH3:32])[CH:30]=1. (5) Given the product [CH2:1]([O:3][C:4](=[O:18])[CH2:5][N:6]1[C:14](=[O:15])[C:13]2[C:8](=[CH:9][CH:10]=[C:11]([N:16]=[C:19]([C:20]3[CH:25]=[CH:24][CH:23]=[CH:22][CH:21]=3)[C:27]3[CH:32]=[CH:31][CH:30]=[CH:29][CH:28]=3)[CH:12]=2)[C:7]1=[O:17])[CH3:2], predict the reactants needed to synthesize it. The reactants are: [CH2:1]([O:3][C:4](=[O:18])[CH2:5][N:6]1[C:14](=[O:15])[C:13]2[C:8](=[CH:9][CH:10]=[C:11]([NH2:16])[CH:12]=2)[C:7]1=[O:17])[CH3:2].[C:19]([C:27]1[CH:32]=[CH:31][CH:30]=[CH:29][CH:28]=1)(=O)[C:20]1[CH:25]=[CH:24][CH:23]=[CH:22][CH:21]=1.C1N2CCN(CC2)C1. (6) The reactants are: [C:1](O)(=O)C.[Cl:5][C:6]1[C:29]([Cl:30])=[CH:28][CH:27]=[CH:26][C:7]=1[CH2:8][C:9]1[C:10]([CH3:25])=[N:11][N:12]2[C:17](=[O:18])[CH:16]=[C:15]([C:19]3[CH:24]=[CH:23][N:22]=[CH:21][CH:20]=3)[NH:14][C:13]=12.[CH3:31][Si](C=[N+]=[N-])(C)C. Given the product [Cl:5][C:6]1[C:29]([Cl:30])=[CH:28][CH:27]=[CH:26][C:7]=1[CH2:8][C:9]1[C:13]2=[N:14][C:15]([C:19]3[CH:24]=[CH:23][N:22]=[CH:21][CH:20]=3)=[CH:16][C:17](=[O:18])[N:12]2[N:11]([CH3:1])[C:10]=1[CH3:25].[Cl:5][C:6]1[C:29]([Cl:30])=[CH:28][CH:27]=[CH:26][C:7]=1[CH2:8][C:9]1[C:10]([CH3:25])=[N:11][N:12]2[C:17]([O:18][CH3:31])=[CH:16][C:15]([C:19]3[CH:24]=[CH:23][N:22]=[CH:21][CH:20]=3)=[N:14][C:13]=12, predict the reactants needed to synthesize it. (7) Given the product [CH3:29][O:28][C:24](=[O:27])/[CH:25]=[CH:26]\[C:4]1[CH:5]=[CH:6][CH:7]=[C:2]([F:1])[C:3]=1[NH:8][C:9](=[O:10])[NH:11][C:12]1[CH:17]=[C:16]([C:18]([F:21])([F:20])[F:19])[CH:15]=[CH:14][C:13]=1[O:22][CH3:23], predict the reactants needed to synthesize it. The reactants are: [F:1][C:2]1[CH:7]=[CH:6][CH:5]=[CH:4][C:3]=1[NH:8][C:9]([NH:11][C:12]1[CH:17]=[C:16]([C:18]([F:21])([F:20])[F:19])[CH:15]=[CH:14][C:13]=1[O:22][CH3:23])=[O:10].[C:24]([O:28][CH3:29])(=[O:27])[CH:25]=[CH2:26].OS(O)(=O)=O.O=S(=O)=O.O=O. (8) The reactants are: [C:1]([C:3]1[CH:8]=[N:7][CH:6]=[CH:5][N:4]=1)#[N:2].[F:9][C:10]([F:18])([F:17])[C:11](C)([CH3:15])[C:12](O)=O.[NH4+].[NH4+].[O-]S(OOS([O-])(=O)=O)(=O)=O. Given the product [F:9][C:10]([F:18])([F:17])[C:11]([C:6]1[N:7]=[CH:8][C:3]([C:1]#[N:2])=[N:4][CH:5]=1)([CH3:15])[CH3:12], predict the reactants needed to synthesize it. (9) Given the product [CH3:31][C:32]1[CH:37]=[CH:36][C:35]([C:2]2[N:7]=[C:6]([O:8][CH2:9][C:10]3[CH:15]=[CH:14][C:13]([O:16][CH3:17])=[C:12]([O:18][CH3:19])[CH:11]=3)[C:5]([NH:20][S:21]([C:24]3[CH:25]=[CH:26][C:27]([CH3:30])=[CH:28][CH:29]=3)(=[O:22])=[O:23])=[N:4][CH:3]=2)=[CH:34][CH:33]=1, predict the reactants needed to synthesize it. The reactants are: Br[C:2]1[N:7]=[C:6]([O:8][CH2:9][C:10]2[CH:15]=[CH:14][C:13]([O:16][CH3:17])=[C:12]([O:18][CH3:19])[CH:11]=2)[C:5]([NH:20][S:21]([C:24]2[CH:29]=[CH:28][C:27]([CH3:30])=[CH:26][CH:25]=2)(=[O:23])=[O:22])=[N:4][CH:3]=1.[CH3:31][C:32]1[CH:37]=[CH:36][C:35](OB(O)O)=[CH:34][CH:33]=1.C(=O)([O-])[O-].[K+].[K+].Cl.